Dataset: Catalyst prediction with 721,799 reactions and 888 catalyst types from USPTO. Task: Predict which catalyst facilitates the given reaction. Reactant: [Br:1][C:2]1[CH:3]=[C:4]([OH:8])[CH:5]=[CH:6][CH:7]=1.Br[CH:10]1[CH2:12][CH2:11]1.C([O-])([O-])=O.[K+].[K+].O. Product: [Br:1][C:2]1[CH:7]=[CH:6][CH:5]=[C:4]([O:8][CH:10]2[CH2:12][CH2:11]2)[CH:3]=1. The catalyst class is: 369.